This data is from Catalyst prediction with 721,799 reactions and 888 catalyst types from USPTO. The task is: Predict which catalyst facilitates the given reaction. (1) Reactant: [CH2:1]([NH:8][C:9]1[N:10]=[C:11]2[C:16](=[CH:17][CH:18]=1)[NH:15][CH:14]=[C:13]([C:19]([O:21]CC)=[O:20])[C:12]2=[O:24])[C:2]1[CH:7]=[CH:6][CH:5]=[CH:4][CH:3]=1.[OH-].[Na+].[Cl-].[NH4+]. Product: [CH2:1]([NH:8][C:9]1[N:10]=[C:11]2[C:16](=[CH:17][CH:18]=1)[NH:15][CH:14]=[C:13]([C:19]([OH:21])=[O:20])[C:12]2=[O:24])[C:2]1[CH:7]=[CH:6][CH:5]=[CH:4][CH:3]=1. The catalyst class is: 8. (2) Reactant: [ClH:1].[C:2]1([C:8]2[CH2:9][CH2:10][NH:11][CH2:12][CH:13]=2)[CH:7]=[CH:6][CH:5]=[CH:4][CH:3]=1.[H][H]. Product: [ClH:1].[C:2]1([CH:8]2[CH2:9][CH2:10][NH:11][CH2:12][CH2:13]2)[CH:7]=[CH:6][CH:5]=[CH:4][CH:3]=1. The catalyst class is: 19. (3) Reactant: [CH2:1]1CCC(N=C=NC2CCCCC2)CC1.[CH2:16]([O:23][C:24](=[O:60])[CH2:25][CH2:26][CH2:27][CH2:28][CH2:29][CH2:30][CH2:31][CH2:32][CH2:33][CH2:34][C:35]([C:50]([O:52][CH2:53][C:54]1[CH:59]=[CH:58][CH:57]=[CH:56][CH:55]=1)=[O:51])([CH2:39][CH2:40][CH2:41][CH2:42][CH2:43][CH2:44][CH2:45][CH2:46][CH2:47][CH2:48][CH3:49])[C:36]([OH:38])=[O:37])[C:17]1[CH:22]=[CH:21][CH:20]=[CH:19][CH:18]=1.ON1[C:66](=[O:67])[CH2:65][CH2:64][C:63]1=[O:68]. Product: [CH2:25]([C:24]([O:23][CH2:16][C:17]1[CH:22]=[CH:21][CH:20]=[CH:19][CH:18]=1)=[O:60])[CH2:26][CH2:27][CH2:28][CH2:29][CH2:30][CH2:31][CH2:32][CH2:33][CH2:34][C:35]([C:36]([O:38][CH:1]1[C:66](=[O:67])[CH2:65][CH2:64][C:63]1=[O:68])=[O:37])([C:50]([O:52][CH2:53][C:54]1[CH:55]=[CH:56][CH:57]=[CH:58][CH:59]=1)=[O:51])[CH2:39][CH2:40][CH2:41][CH2:42][CH2:43][CH2:44][CH2:45][CH2:46][CH2:47][CH2:48][CH3:49]. The catalyst class is: 168. (4) Reactant: C([O:8][N:9]1[C:15](=[O:16])[N:14]2[CH2:17][C@H:10]1[CH2:11][CH2:12][C@H:13]2[C:18]([NH:20][O:21][C@@H:22]1[CH2:27][CH2:26][CH2:25][N:24]([C:28]([O:30][C:31]([CH3:34])([CH3:33])[CH3:32])=[O:29])[CH2:23]1)=[O:19])C1C=CC=CC=1.[H][H]. Product: [OH:8][N:9]1[C:15](=[O:16])[N:14]2[CH2:17][C@H:10]1[CH2:11][CH2:12][C@H:13]2[C:18]([NH:20][O:21][C@@H:22]1[CH2:27][CH2:26][CH2:25][N:24]([C:28]([O:30][C:31]([CH3:34])([CH3:33])[CH3:32])=[O:29])[CH2:23]1)=[O:19]. The catalyst class is: 19.